Dataset: Cav3 T-type calcium channel HTS with 100,875 compounds. Task: Binary Classification. Given a drug SMILES string, predict its activity (active/inactive) in a high-throughput screening assay against a specified biological target. (1) The drug is Fc1c(N2CCN(CC2)C(=O)c2cc3c(oc2=O)ccc(OC)c3)cccc1. The result is 0 (inactive). (2) The compound is Fc1ccc(N(CN2CCCC2=O)C(=O)c2ccc(OC(C)C)cc2)cc1. The result is 0 (inactive). (3) The molecule is S=c1n(c(n[nH]1)C12CC3CC(C2)CC(C1)C3)Cc1occc1. The result is 0 (inactive). (4) The molecule is Brc1ccc(C2N=c3n([nH]c(n3)N)C(C2)c2cc(ccc2)C)cc1. The result is 0 (inactive). (5) The molecule is O=C(NCc1ncccc1)C1C2CC(C1C(=O)Nc1c(OC)cc(OC)cc1)C=C2. The result is 0 (inactive). (6) The drug is Clc1cc(N2CCN(CC2)Cc2n(CCCCC)c3c(n2)n(c(=O)[nH]c3=O)C)c(cc1)C. The result is 1 (active). (7) The drug is O(c1c(OC)cc(cc1)/C=N\NC(=O)Cn1c(ncc1[N+]([O-])=O)C)C(=O)N(C)C. The result is 0 (inactive).